This data is from Catalyst prediction with 721,799 reactions and 888 catalyst types from USPTO. The task is: Predict which catalyst facilitates the given reaction. Reactant: [NH2:1][CH2:2][C:3]1[N:12]([C:13]2[CH:18]=[CH:17][CH:16]=[CH:15][CH:14]=2)[C:11](=[O:19])[C:10]2[C:5](=[CH:6][CH:7]=[CH:8][C:9]=2[CH3:20])[N:4]=1.[C:21](=N)([C:28]1[CH:33]=[CH:32][CH:31]=[CH:30][CH:29]=1)[C:22]1[CH:27]=[CH:26][CH:25]=[CH:24][CH:23]=1. Product: [C:21](=[N:1][CH2:2][C:3]1[N:12]([C:13]2[CH:14]=[CH:15][CH:16]=[CH:17][CH:18]=2)[C:11](=[O:19])[C:10]2[C:5](=[CH:6][CH:7]=[CH:8][C:9]=2[CH3:20])[N:4]=1)([C:22]1[CH:27]=[CH:26][CH:25]=[CH:24][CH:23]=1)[C:28]1[CH:33]=[CH:32][CH:31]=[CH:30][CH:29]=1. The catalyst class is: 26.